Task: Predict the reaction yield, written as a fraction of the theoretical maximum amount of product (1.0 means a 100% yield; for example, 0.34 means a 34% yield).. Dataset: Reaction yield outcomes from USPTO patents with 853,638 reactions (1) The reactants are [F:1][C:2]1[C:7]([N:8]2[C:12]([S:13]([C:16]3[CH:21]=[CH:20][CH:19]=[CH:18][CH:17]=3)(=[O:15])=[O:14])=[CH:11][C:10]([C:22](OCC)=[O:23])=[N:9]2)=[CH:6][CH:5]=[CH:4][N:3]=1.[H-].C([Al+]CC(C)C)C(C)C.C1(C)C=CC=CC=1.Cl. The catalyst is O1CCCC1. The product is [F:1][C:2]1[C:7]([N:8]2[C:12]([S:13]([C:16]3[CH:21]=[CH:20][CH:19]=[CH:18][CH:17]=3)(=[O:15])=[O:14])=[CH:11][C:10]([CH2:22][OH:23])=[N:9]2)=[CH:6][CH:5]=[CH:4][N:3]=1. The yield is 0.990. (2) The reactants are [CH3:1][C@:2]1([CH2:24][N:25]2[C:29]3[CH:30]=[C:31]([C:34]#[N:35])[CH:32]=[CH:33][C:28]=3[N:27]=[CH:26]2)[CH2:23][CH2:22][CH2:21][C:4]2(O[C@H](C3C=CC=CC=3)[C@@H](C3C=CC=CC=3)[O:5]2)[CH2:3]1. The catalyst is C(O)=O. The product is [CH3:1][C@:2]1([CH2:24][N:25]2[C:29]3[CH:30]=[C:31]([C:34]#[N:35])[CH:32]=[CH:33][C:28]=3[N:27]=[CH:26]2)[CH2:23][CH2:22][CH2:21][C:4](=[O:5])[CH2:3]1. The yield is 0.780. (3) The reactants are Cl[C:2]1[N:7]=[C:6]([C:8]2[N:12]3[CH:13]=[CH:14][CH:15]=[CH:16][C:11]3=[N:10][CH:9]=2)[CH:5]=[CH:4][N:3]=1.N1C=CN2C=CC=CC=12.Cl.[NH2:27][C@H:28]([C:30]1[C:31](=[O:41])[NH:32][C:33]2[C:38]([CH:39]=1)=[CH:37][C:36]([Cl:40])=[CH:35][CH:34]=2)[CH3:29].CCN(C(C)C)C(C)C. The catalyst is CS(C)=O.C(OCC)(=O)C. The product is [Cl:40][C:36]1[CH:37]=[C:38]2[C:33](=[CH:34][CH:35]=1)[NH:32][C:31](=[O:41])[C:30]([C@@H:28]([NH:27][C:2]1[N:7]=[C:6]([C:8]3[N:12]4[CH:13]=[CH:14][CH:15]=[CH:16][C:11]4=[N:10][CH:9]=3)[CH:5]=[CH:4][N:3]=1)[CH3:29])=[CH:39]2. The yield is 0.580.